This data is from Reaction yield outcomes from USPTO patents with 853,638 reactions. The task is: Predict the reaction yield, written as a fraction of the theoretical maximum amount of product (1.0 means a 100% yield; for example, 0.34 means a 34% yield). The reactants are BrC1C=CC(O)=C(C2C=[CH:16][C:15]3[C:10](=[CH:11][CH:12]=[C:13]([C:18]4[N:22]([CH:23]5[CH2:28][CH2:27][CH2:26][CH2:25][CH2:24]5)[C:21]5[CH:29]=[CH:30][C:31]([C:33]([OH:35])=[O:34])=[CH:32][C:20]=5[N:19]=4)[CH:14]=3)[N:9]=2)C=1.C(OC(C1C=CC2N(C3CCCCC3)C(C3C=CC(N)=C(C=O)C=3)=NC=2C=1)=O)C.[CH3:66][O:67][C:68]1[CH:69]=[CH:70][C:71]2[O:75][CH:74]=[C:73]([C:76](=O)[CH3:77])[C:72]=2[CH:79]=1.[OH-].[K+]. The catalyst is C(O)C. The product is [CH:23]1([N:22]2[C:21]3[CH:29]=[CH:30][C:31]([C:33]([OH:35])=[O:34])=[CH:32][C:20]=3[N:19]=[C:18]2[C:13]2[CH:14]=[C:15]3[C:10](=[CH:11][CH:12]=2)[N:9]=[C:76]([C:73]2[C:72]4[CH:79]=[C:68]([O:67][CH3:66])[CH:69]=[CH:70][C:71]=4[O:75][CH:74]=2)[CH:77]=[CH:16]3)[CH2:24][CH2:25][CH2:26][CH2:27][CH2:28]1. The yield is 0.0800.